From a dataset of Full USPTO retrosynthesis dataset with 1.9M reactions from patents (1976-2016). Predict the reactants needed to synthesize the given product. (1) The reactants are: Cl[C:2]1[CH:3]=[CH:4][C:5]([C:15]([N:17]2[CH2:22][CH2:21][N:20]([C:23]3[C:28]([CH3:29])=[CH:27][C:26]([CH3:30])=[CH:25][N:24]=3)[CH2:19][CH2:18]2)=[O:16])=[C:6]([N:8]2[CH2:12][CH2:11][N:10]([CH3:13])[C:9]2=[O:14])[CH:7]=1.[NH:31]1[CH2:35][CH2:34][CH2:33][C:32]1=[O:36].P([O-])([O-])([O-])=O.[K+].[K+].[K+].C(P(C(C)(C)C)C1C(C)=C(C)C(C)=C(C)C=1C1C(C(C)C)=CC(C(C)C)=CC=1C(C)C)(C)(C)C. Given the product [CH3:29][C:28]1[C:23]([N:20]2[CH2:21][CH2:22][N:17]([C:15]([C:5]3[CH:4]=[CH:3][C:2]([N:31]4[CH2:35][CH2:34][CH2:33][C:32]4=[O:36])=[CH:7][C:6]=3[N:8]3[CH2:12][CH2:11][N:10]([CH3:13])[C:9]3=[O:14])=[O:16])[CH2:18][CH2:19]2)=[N:24][CH:25]=[C:26]([CH3:30])[CH:27]=1, predict the reactants needed to synthesize it. (2) Given the product [C:48]([O:47][C:45]([N:52]1[CH2:57][CH2:56][N:55]([C:10]2[C:11]3[C:2]([Cl:1])=[CH:3][N:4]=[CH:5][C:6]=3[N:7]=[C:8]([C:13]3[CH:18]=[CH:17][N:16]=[CH:15][CH:14]=3)[N:9]=2)[CH2:54][CH2:53]1)=[O:46])([CH3:51])([CH3:49])[CH3:50], predict the reactants needed to synthesize it. The reactants are: [Cl:1][C:2]1[C:11]2[C:10](=O)[NH:9][C:8]([C:13]3[CH:18]=[CH:17][N:16]=[CH:15][CH:14]=3)=[N:7][C:6]=2[CH:5]=[N:4][CH:3]=1.C(N(CC)CC)C.C(C1C=C(C(C)C)C=C(C(C)C)C=1S(Cl)(=O)=O)(C)C.[C:45]([N:52]1[CH2:57][CH2:56][NH:55][CH2:54][CH2:53]1)([O:47][C:48]([CH3:51])([CH3:50])[CH3:49])=[O:46]. (3) The reactants are: [Br:1][C:2]1[CH:3]=[C:4]([C:9]([OH:11])=[O:10])[C:5](Cl)=[N:6][CH:7]=1.[N:12]1[CH:17]=[CH:16][C:15]([CH:18]([OH:20])[CH3:19])=[CH:14][CH:13]=1.CC(C)([O-])C.[Na+]. Given the product [Br:1][C:2]1[CH:3]=[C:4]([C:9]([OH:11])=[O:10])[C:5]([O:20][CH:18]([C:15]2[CH:16]=[CH:17][N:12]=[CH:13][CH:14]=2)[CH3:19])=[N:6][CH:7]=1, predict the reactants needed to synthesize it. (4) Given the product [CH3:1][O:2][C:3]1[CH:4]=[CH:5][C:6]([CH2:7][N:8]2[C:13]3[N:14]=[CH:15][C:16]([CH:18]=[O:27])=[CH:17][C:12]=3[C:11]3=[N:20][CH:21]=[N:22][N:10]3[C:9]2=[O:23])=[CH:24][CH:25]=1, predict the reactants needed to synthesize it. The reactants are: [CH3:1][O:2][C:3]1[CH:25]=[CH:24][C:6]([CH2:7][N:8]2[C:13]3[N:14]=[CH:15][C:16]([CH:18]=C)=[CH:17][C:12]=3[C:11]3=[N:20][CH:21]=[N:22][N:10]3[C:9]2=[O:23])=[CH:5][CH:4]=1.I([O-])(=O)(=O)=[O:27].[Na+]. (5) Given the product [CH2:29]([O:1][C:2]1[CH:7]=[CH:6][N:5]2[N:8]=[C:9]([C:21]3[CH:22]=[CH:23][CH:24]=[CH:25][CH:26]=3)[C:10]([C:11]3[CH:12]=[CH:13][C:14](=[O:20])[N:15]([CH:17]([CH3:19])[CH3:18])[N:16]=3)=[C:4]2[CH:3]=1)[C:30]1[CH:35]=[CH:34][CH:33]=[CH:32][CH:31]=1, predict the reactants needed to synthesize it. The reactants are: [OH:1][C:2]1[CH:7]=[CH:6][N:5]2[N:8]=[C:9]([C:21]3[CH:26]=[CH:25][CH:24]=[CH:23][CH:22]=3)[C:10]([C:11]3[CH:12]=[CH:13][C:14](=[O:20])[N:15]([CH:17]([CH3:19])[CH3:18])[N:16]=3)=[C:4]2[CH:3]=1.[H-].[Na+].[CH2:29](Br)[C:30]1[CH:35]=[CH:34][CH:33]=[CH:32][CH:31]=1.O. (6) Given the product [OH:2][C:3]1[CH:4]=[C:5]2[C:9](=[CH:10][CH:11]=1)[C:8](=[O:12])[C:7]1([CH2:20][C:19]3[C:14](=[CH:15][CH:16]=[C:17]([OH:21])[CH:18]=3)[CH2:13]1)[CH:6]2[CH3:23], predict the reactants needed to synthesize it. The reactants are: C[O:2][C:3]1[CH:4]=[C:5]2[C:9](=[CH:10][CH:11]=1)[C:8](=[O:12])[C:7]1([CH2:20][C:19]3[C:14](=[CH:15][CH:16]=[C:17]([O:21]C)[CH:18]=3)[CH2:13]1)[CH:6]2[CH3:23].